From a dataset of Reaction yield outcomes from USPTO patents with 853,638 reactions. Predict the reaction yield, written as a fraction of the theoretical maximum amount of product (1.0 means a 100% yield; for example, 0.34 means a 34% yield). (1) The reactants are COC1CCCC1.[CH:8]([O:10][CH:11]([CH3:13])[CH3:12])=[CH2:9].C1(C)C=CC(S([O-])(=O)=O)=CC=1.[NH+]1C=CC=CC=1.[Br:31][C:32]1[C:37]([O:38][CH3:39])=[CH:36][C:35]([CH2:40][OH:41])=[CH:34][C:33]=1[O:42][CH3:43]. The catalyst is O1CCCC1. The product is [Br:31][C:32]1[C:37]([O:38][CH3:39])=[CH:36][C:35]([CH2:40][O:41][CH:8]([O:10][CH:11]([CH3:13])[CH3:12])[CH3:9])=[CH:34][C:33]=1[O:42][CH3:43]. The yield is 0.996. (2) The reactants are CC1C=CC(S(O[CH2:12][C:13]([F:16])([F:15])[F:14])(=O)=O)=CC=1.[Br:17][C:18]1[CH:19]=[C:20]([OH:24])[CH:21]=[CH:22][CH:23]=1.[OH-].[Na+]. The catalyst is CN(C)C=O. The product is [Br:17][C:18]1[CH:23]=[CH:22][CH:21]=[C:20]([O:24][CH2:12][C:13]([F:16])([F:15])[F:14])[CH:19]=1. The yield is 0.310. (3) The yield is 0.400. The catalyst is [Br-].C[P+](C1C=CC=CC=1)(C1C=CC=CC=1)C1C=CC=CC=1.C1COCC1.CCCCCC. The product is [CH2:2]=[C:14]1[CH2:15][CH:12]([C:6]2[CH:11]=[CH:10][CH:9]=[CH:8][CH:7]=2)[CH2:13]1. The reactants are [Li][CH2:2]CCC.[C:6]1([CH:12]2[CH2:15][C:14](=O)[CH2:13]2)[CH:11]=[CH:10][CH:9]=[CH:8][CH:7]=1. (4) The reactants are [CH3:1][C:2]1([CH3:34])[CH2:11][CH2:10][C:9]([CH3:13])([CH3:12])[C:8]2[CH:7]=[C:6]([O:14][CH2:15][CH2:16][O:17][C:18]3[CH:33]=[CH:32][C:21]([CH2:22][CH:23]([C:28]([O:30]C)=[O:29])[C:24]([O:26][CH3:27])=[O:25])=[CH:20][CH:19]=3)[CH:5]=[CH:4][C:3]1=2.[OH-].[Na+]. The catalyst is CO.O1CCCC1. The product is [CH3:27][O:26][C:24]([CH:23]([CH2:22][C:21]1[CH:32]=[CH:33][C:18]([O:17][CH2:16][CH2:15][O:14][C:6]2[CH:5]=[CH:4][C:3]3[C:2]([CH3:34])([CH3:1])[CH2:11][CH2:10][C:9]([CH3:13])([CH3:12])[C:8]=3[CH:7]=2)=[CH:19][CH:20]=1)[C:28]([OH:30])=[O:29])=[O:25]. The yield is 0.930. (5) The reactants are [N:1]#[C:2]Br.[Br:4][C:5]1[CH:10]=[CH:9][C:8]([NH:11][C:12]2[C:13]([C:21]([NH:23][NH2:24])=[O:22])=[CH:14][N:15]([CH3:20])[C:16](=[O:19])[C:17]=2[F:18])=[C:7]([F:25])[CH:6]=1.C([O-])(O)=O.[Na+]. The catalyst is O1CCOCC1.O. The product is [NH2:1][C:2]1[O:22][C:21]([C:13]2[C:12]([NH:11][C:8]3[CH:9]=[CH:10][C:5]([Br:4])=[CH:6][C:7]=3[F:25])=[C:17]([F:18])[C:16](=[O:19])[N:15]([CH3:20])[CH:14]=2)=[N:23][N:24]=1. The yield is 0.890. (6) The catalyst is C1COCC1.C(Cl)Cl. The product is [Cl:1][C:2]1[N:7]=[C:6]2[N:8]([CH:18]3[CH2:19][CH2:20][CH2:21][CH2:22][O:17]3)[N:9]=[CH:10][C:5]2=[C:4]([N:11]2[CH2:12][CH2:13][O:14][CH2:15][CH2:16]2)[N:3]=1. The yield is 1.00. The reactants are [Cl:1][C:2]1[N:7]=[C:6]2[NH:8][N:9]=[CH:10][C:5]2=[C:4]([N:11]2[CH2:16][CH2:15][O:14][CH2:13][CH2:12]2)[N:3]=1.[O:17]1[CH:22]=[CH:21][CH2:20][CH2:19][CH2:18]1.C1(C)C=CC(S([O-])(=O)=O)=CC=1.[NH+]1C=CC=CC=1. (7) The reactants are [CH2:1]([C:3]1[S:39][C:6]2[N:7]([CH2:24][C:25]3[CH:30]=[CH:29][C:28]([C:31]4[C:32]([C:37]#[N:38])=[CH:33][CH:34]=[CH:35][CH:36]=4)=[CH:27][CH:26]=3)[C:8](=[O:23])[N:9]([CH2:12][C:13]([C:15]3[CH:20]=[CH:19][C:18]([O:21][CH3:22])=[CH:17][CH:16]=3)=O)[C:10](=[O:11])[C:5]=2[CH:4]=1)[CH3:2].[C:40]([O:43][CH2:44][CH2:45]P(OCC)(OCC)=O)(=[O:42])[CH3:41].[H-].[Na+].O. The catalyst is C1COCC1. The product is [C:37]([C:32]1[CH:33]=[CH:34][CH:35]=[CH:36][C:31]=1[C:28]1[CH:27]=[CH:26][C:25]([CH2:24][N:7]2[C:6]3[S:39][C:3]([CH2:1][CH3:2])=[CH:4][C:5]=3[C:10](=[O:11])[N:9]([CH2:12]/[C:13](/[C:15]3[CH:16]=[CH:17][C:18]([O:21][CH3:22])=[CH:19][CH:20]=3)=[CH:41]/[C:40]([O:43][CH2:44][CH3:45])=[O:42])[C:8]2=[O:23])=[CH:30][CH:29]=1)#[N:38]. The yield is 0.880. (8) The product is [NH2:13][C:14]1[N:19]=[CH:18][N:17]=[C:16]2[N:20]([CH:32]3[CH2:37][CH2:36][C:35](=[O:38])[CH2:34][CH2:33]3)[N:21]=[C:22]([C:23]3[CH:28]=[CH:27][C:26]([NH:29][C:9](=[O:10])[CH2:8][C@H:7]([C:1]4[CH:6]=[CH:5][CH:4]=[CH:3][CH:2]=4)[CH3:12])=[C:25]([O:30][CH3:31])[CH:24]=3)[C:15]=12. The reactants are [C:1]1([C@H:7]([CH3:12])[CH2:8][C:9](Cl)=[O:10])[CH:6]=[CH:5][CH:4]=[CH:3][CH:2]=1.[NH2:13][C:14]1[N:19]=[CH:18][N:17]=[C:16]2[N:20]([CH:32]3[CH2:37][CH2:36][C:35](=[O:38])[CH2:34][CH2:33]3)[N:21]=[C:22]([C:23]3[CH:28]=[CH:27][C:26]([NH2:29])=[C:25]([O:30][CH3:31])[CH:24]=3)[C:15]=12. The yield is 0.770. The catalyst is ClCCl.N1C=CC=CC=1. (9) The product is [N+:1]([C:21]1[CH:20]=[CH:19][C:18]([OH:23])=[C:17]([O:16][C:15]([F:14])([F:25])[F:24])[CH:22]=1)([O-:4])=[O:2]. The reactants are [N+:1]([O-:4])([O-])=[O:2].[Bi+3].[N+]([O-])([O-])=O.[N+]([O-])([O-])=O.[F:14][C:15]([F:25])([F:24])[O:16][C:17]1[CH:22]=[CH:21][CH:20]=[CH:19][C:18]=1[OH:23]. The catalyst is O1CCCC1. The yield is 0.314.